This data is from Reaction yield outcomes from USPTO patents with 853,638 reactions. The task is: Predict the reaction yield, written as a fraction of the theoretical maximum amount of product (1.0 means a 100% yield; for example, 0.34 means a 34% yield). (1) The reactants are [NH2:1][C:2]1[CH:7]=[CH:6][C:5]([Cl:8])=[CH:4][N:3]=1.[I:9]N1C(=O)CCC1=O. The catalyst is C1C=CC=CC=1.CC(O)=O.CCOC(C)=O. The product is [Cl:8][C:5]1[CH:6]=[C:7]([I:9])[C:2]([NH2:1])=[N:3][CH:4]=1. The yield is 0.173. (2) The yield is 0.820. The catalyst is CN(C=O)C.Cl[Pd](Cl)([P](C1C=CC=CC=1)(C1C=CC=CC=1)C1C=CC=CC=1)[P](C1C=CC=CC=1)(C1C=CC=CC=1)C1C=CC=CC=1.[Cu]I. The reactants are [Si:1]([O:8][CH2:9][C@H:10]1[CH2:14][C@@H:13]([N:15]2[CH:23]=[N:22][C:21]3[C:16]2=[N:17][CH:18]=[N:19][C:20]=3Cl)[CH2:12][C@@H:11]1[OH:25])([C:4]([CH3:7])([CH3:6])[CH3:5])([CH3:3])[CH3:2].C(N(CC)CC)C.[C:33]1([C:39]#[CH:40])[CH:38]=[CH:37][CH:36]=[CH:35][CH:34]=1. The product is [Si:1]([O:8][CH2:9][C@H:10]1[CH2:14][C@@H:13]([N:15]2[CH:23]=[N:22][C:21]3[C:16]2=[N:17][CH:18]=[N:19][C:20]=3[C:40]#[C:39][C:33]2[CH:38]=[CH:37][CH:36]=[CH:35][CH:34]=2)[CH2:12][C@@H:11]1[OH:25])([C:4]([CH3:7])([CH3:6])[CH3:5])([CH3:3])[CH3:2]. (3) The reactants are [NH:1]([C:3]1[C:8]([CH3:9])=[CH:7][C:6]([N+:10]([O-:12])=[O:11])=[CH:5][N:4]=1)[NH2:2].[CH3:13][C:14](OC(C)=O)=[O:15]. The catalyst is O1CCOCC1. The product is [CH3:9][C:8]1[C:3]([NH:1][NH:2][C:14](=[O:15])[CH3:13])=[N:4][CH:5]=[C:6]([N+:10]([O-:12])=[O:11])[CH:7]=1. The yield is 0.995.